Dataset: Reaction yield outcomes from USPTO patents with 853,638 reactions. Task: Predict the reaction yield, written as a fraction of the theoretical maximum amount of product (1.0 means a 100% yield; for example, 0.34 means a 34% yield). (1) The reactants are [NH2:1][C:2]1[CH:11]=[CH:10][C:5]([C:6]([O:8][CH3:9])=[O:7])=[CH:4][CH:3]=1.[O:12]1[CH2:16][CH2:15][CH2:14][S:13]1(=[O:18])=[O:17]. No catalyst specified. The product is [CH3:9][O:8][C:6](=[O:7])[C:5]1[CH:4]=[CH:3][C:2]([NH:1][CH2:16][CH2:15][CH2:14][S:13]([OH:18])(=[O:17])=[O:12])=[CH:11][CH:10]=1. The yield is 0.710. (2) The reactants are [Cl:1][C:2]1[CH:7]=[C:6]([Cl:8])[C:5]([O:9][C@@H:10]([CH3:15])[C:11]([O:13][CH3:14])=[O:12])=[CH:4][C:3]=1[S:16][C:17]1[N:21]([CH3:22])[N:20]=[C:19]([CH3:23])[C:18]=1[C:24]([OH:26])=O.C([N:29](CC)CC)C.Cl.C(N=C=NCCCN(C)C)C.Cl. The catalyst is C(#N)C. The product is [NH2:29][C:24]([C:18]1[C:19]([CH3:23])=[N:20][N:21]([CH3:22])[C:17]=1[S:16][C:3]1[C:2]([Cl:1])=[CH:7][C:6]([Cl:8])=[C:5]([CH:4]=1)[O:9][C@@H:10]([CH3:15])[C:11]([O:13][CH3:14])=[O:12])=[O:26]. The yield is 0.860.